Dataset: Full USPTO retrosynthesis dataset with 1.9M reactions from patents (1976-2016). Task: Predict the reactants needed to synthesize the given product. Given the product [C:47](#[N:48])[C:41]1[C:42](=[CH:45][CH:46]=[CH:39][CH:40]=1)[C:43]#[N:44], predict the reactants needed to synthesize it. The reactants are: OC1C=CC(C(C2C=CC(O)=CC=2)(C)C)=CC=1.ClC1C=CC(C(C2C=CC(Cl)=CC=2)=O)=CC=1.[OH-].[Na+].[N+]([C:39]1[CH:40]=[C:41]([C:47]#[N:48])[C:42](=[CH:45][CH:46]=1)[C:43]#[N:44])([O-])=O.Cl.